From a dataset of Experimentally validated miRNA-target interactions with 360,000+ pairs, plus equal number of negative samples. Binary Classification. Given a miRNA mature sequence and a target amino acid sequence, predict their likelihood of interaction. (1) The miRNA is cel-miR-1018 with sequence AGAGAGAUCAUUGGACUUACAG. The protein sequence of the target gene is MEAAVGAPDGVDQGGVGPLEDETPMDAYLRKLGLYRKLVAKDGSCLFRAVAEQVLHSQSRHVEVRMACIRYLRENREKFEAFIEGSFEEYLKRLENPQEWVGQVEISALSLMYRKDFVIYQEPNVSPSHVTENNFPEKVLLCFSNGNHYDIVYPITYKDSSAMCQSLLYELLYEKVFKTDVSKIMMGLEASEVAEESNSEISDSEDDSCKSKSTAATDVNGFKPSGSENPKNNGNSADLPLSRKVLKSLNPAVYRNVEYEIWLKSKQAQQKRDYSIAAGLQYEVGDKCHQVRLDHNGKLS.... Result: 0 (no interaction). (2) The miRNA is hsa-miR-190a-3p with sequence CUAUAUAUCAAACAUAUUCCU. The protein sequence of the target gene is MGKAAAPSRGGGCGGRSRGLSSLFTVVPCLSCHTAAPGMSASTSGSGPEPKPQPQPVPEPERGPLSEQVSEAVSEAVPRSEPVSETTSEPEPGAGQPSELLQGSRPGSESSSGVGAGPFTKAASEPLSRAVGSATFLRPESGSLPALKPLPLLRPGQAKTPLGVPMSGTGTTSSAPLALLPLDSFEGWLLKWTNYLKGYQRRWFVLGNGLLSYYRNQGEMAHTCRGTINLSTAHIDTEDSCGILLTSGARSYHLKASSEVDRQQWITALELAKAKAVRVMNTHSDDSGDDDEATTPADKS.... Result: 1 (interaction).